From a dataset of Forward reaction prediction with 1.9M reactions from USPTO patents (1976-2016). Predict the product of the given reaction. (1) Given the reactants Cl[C:2]1[C:11]2[C:6](=[CH:7][CH:8]=[CH:9][CH:10]=2)[CH:5]=[C:4]([Cl:12])[N:3]=1.C([Sn](CCCC)(CCCC)[C:18]([O:20][CH2:21][CH3:22])=[CH2:19])CCC, predict the reaction product. The product is: [Cl:12][C:4]1[N:3]=[C:2]([C:18]([O:20][CH2:21][CH3:22])=[CH2:19])[C:11]2[C:6]([CH:5]=1)=[CH:7][CH:8]=[CH:9][CH:10]=2. (2) Given the reactants [C:1]([NH:4][C:5]1[C:14]([Cl:15])=[CH:13][C:8]([C:9]([O:11][CH3:12])=[O:10])=[C:7]([O:16][CH3:17])[C:6]=1[NH2:18])(=O)[CH3:2].C1(C)C=CC(S(O)(=O)=O)=CC=1, predict the reaction product. The product is: [Cl:15][C:14]1[C:5]2[NH:4][C:1]([CH3:2])=[N:18][C:6]=2[C:7]([O:16][CH3:17])=[C:8]([C:9]([O:11][CH3:12])=[O:10])[CH:13]=1. (3) Given the reactants [Br:1][C:2]1[CH:17]=[CH:16][C:5]([N:6]([CH3:15])[C:7](=[O:14])[C:8]2[CH:13]=[CH:12][CH:11]=[CH:10][CH:9]=2)=[C:4]([N+:18]([O-])=O)[CH:3]=1.S(S([O-])=O)([O-])=O.[Na+].[Na+].CO.C(=O)([O-])O.[Na+], predict the reaction product. The product is: [Br:1][C:2]1[CH:17]=[CH:16][C:5]([N:6]([CH3:15])[C:7](=[O:14])[C:8]2[CH:13]=[CH:12][CH:11]=[CH:10][CH:9]=2)=[C:4]([NH2:18])[CH:3]=1. (4) Given the reactants [NH2:1][C:2]1[CH:7]=[CH:6][C:5]([Cl:8])=[CH:4][N:3]=1.[Cl:9][C:10]1[CH:19]=[C:18]([Cl:20])[CH:17]=[CH:16][C:11]=1[C:12](=O)[CH2:13]Cl.[OH-].[Na+], predict the reaction product. The product is: [Cl:8][C:5]1[CH:6]=[CH:7][C:2]2[N:3]([CH:13]=[C:12]([C:11]3[CH:16]=[CH:17][C:18]([Cl:20])=[CH:19][C:10]=3[Cl:9])[N:1]=2)[CH:4]=1. (5) Given the reactants [C:1]([O:5][CH:6]([C:10]1[C:11]([CH:29]([CH3:31])[CH3:30])=[N:12][C:13]2[C:14]([CH3:28])([CH3:27])[CH2:15][NH:16][CH2:17][C:18]=2[C:19]=1[C:20]1[CH:25]=[CH:24][C:23]([F:26])=[CH:22][CH:21]=1)[C:7]([OH:9])=[O:8])([CH3:4])([CH3:3])[CH3:2].CCN(CC)CC.[F:39][C:40]1[CH:48]=[CH:47][C:43]([C:44](Cl)=[O:45])=[CH:42][CH:41]=1, predict the reaction product. The product is: [C:1]([O:5][CH:6]([C:10]1[C:11]([CH:29]([CH3:31])[CH3:30])=[N:12][C:13]2[C:14]([CH3:28])([CH3:27])[CH2:15][N:16]([C:44](=[O:45])[C:43]3[CH:47]=[CH:48][C:40]([F:39])=[CH:41][CH:42]=3)[CH2:17][C:18]=2[C:19]=1[C:20]1[CH:21]=[CH:22][C:23]([F:26])=[CH:24][CH:25]=1)[C:7]([OH:9])=[O:8])([CH3:4])([CH3:3])[CH3:2]. (6) Given the reactants C[O:2][C:3]1[CH:4]=[C:5]2[C:9](=[CH:10][CH:11]=1)[CH2:8][CH:7]([N:12]1[C:20](=[O:21])[C:19]3[C:14](=[CH:15][CH:16]=[CH:17][CH:18]=3)[C:13]1=[O:22])[CH2:6]2.B(Br)(Br)Br.C(Cl)Cl, predict the reaction product. The product is: [OH:2][C:3]1[CH:4]=[C:5]2[C:9](=[CH:10][CH:11]=1)[CH2:8][CH:7]([N:12]1[C:20](=[O:21])[C:19]3[C:14](=[CH:15][CH:16]=[CH:17][CH:18]=3)[C:13]1=[O:22])[CH2:6]2. (7) Given the reactants [OH:1][C:2]1[C:7]([CH:8]([CH3:10])[CH3:9])=[N:6][NH:5][C:4](=[O:11])[C:3]=1[C:12]([O:14]CC)=O.[Na+].[NH2:18][CH2:19][C:20]([O-:22])=[O:21].Cl, predict the reaction product. The product is: [OH:1][C:2]1[C:7]([CH:8]([CH3:9])[CH3:10])=[N:6][NH:5][C:4](=[O:11])[C:3]=1[C:12]([NH:18][CH2:19][C:20]([OH:22])=[O:21])=[O:14]. (8) Given the reactants [CH3:1][C:2]1[S:6][C:5]2[NH:7][C:8]3[CH:9]=[CH:10][CH:11]=[CH:12][C:13]=3[N:14]=[C:15]([N:16]3[CH2:21][CH2:20][N:19]([CH3:22])[CH2:18][CH2:17]3)[C:4]=2[CH:3]=1.[I:23][CH2:24][O:25][C:26]([NH:28][C@@H:29]([CH3:55])[C:30]([O:32][CH2:33][CH2:34][CH2:35][CH2:36][CH2:37][CH2:38][CH2:39][CH2:40][CH2:41][CH2:42][CH2:43][CH2:44][CH2:45][CH2:46][CH2:47][CH2:48][CH2:49][CH2:50][CH2:51][CH2:52][CH2:53][CH3:54])=[O:31])=[O:27], predict the reaction product. The product is: [I-:23].[CH2:33]([O:32][C:30](=[O:31])[C@@H:29]([NH:28][C:26]([O:25][CH2:24][N+:19]1([CH3:22])[CH2:20][CH2:21][N:16]([C:15]2[C:4]3[CH:3]=[C:2]([CH3:1])[S:6][C:5]=3[NH:7][C:8]3[CH:9]=[CH:10][CH:11]=[CH:12][C:13]=3[N:14]=2)[CH2:17][CH2:18]1)=[O:27])[CH3:55])[CH2:34][CH2:35][CH2:36][CH2:37][CH2:38][CH2:39][CH2:40][CH2:41][CH2:42][CH2:43][CH2:44][CH2:45][CH2:46][CH2:47][CH2:48][CH2:49][CH2:50][CH2:51][CH2:52][CH2:53][CH3:54]. (9) Given the reactants ClC(Cl)(Cl)CO[C:5]([NH:7][C:8]1[N:12]([C:13]2[CH:18]=[CH:17][C:16]([CH3:19])=[CH:15][CH:14]=2)[N:11]=[C:10]([C:20]([CH3:23])([CH3:22])[CH3:21])[CH:9]=1)=[O:6].[NH2:26][C:27]1[C:36]2[C:31](=[CH:32][CH:33]=[CH:34][CH:35]=2)[C:30]([O:37][CH2:38][CH2:39][CH2:40][C:41]2[CH:46]=[CH:45][N:44]=[CH:43][CH:42]=2)=[CH:29][CH:28]=1.C(N(C(C)C)CC)(C)C.CS(C)=O, predict the reaction product. The product is: [C:20]([C:10]1[CH:9]=[C:8]([NH:7][C:5]([NH:26][C:27]2[C:36]3[C:31](=[CH:32][CH:33]=[CH:34][CH:35]=3)[C:30]([O:37][CH2:38][CH2:39][CH2:40][C:41]3[CH:46]=[CH:45][N:44]=[CH:43][CH:42]=3)=[CH:29][CH:28]=2)=[O:6])[N:12]([C:13]2[CH:14]=[CH:15][C:16]([CH3:19])=[CH:17][CH:18]=2)[N:11]=1)([CH3:22])([CH3:23])[CH3:21].